Dataset: Catalyst prediction with 721,799 reactions and 888 catalyst types from USPTO. Task: Predict which catalyst facilitates the given reaction. (1) Reactant: [CH2:1]([O:3][C:4](=[O:23])[C:5]1[C:10](Cl)=[CH:9][C:8]([C:12]2[C:17]([CH2:18][CH3:19])=[CH:16][CH:15]=[CH:14][C:13]=2[CH2:20][CH3:21])=[N:7][C:6]=1[CH3:22])[CH3:2].[CH3:24][S-:25].[Na+].O. Product: [CH2:1]([O:3][C:4](=[O:23])[C:5]1[C:10]([S:25][CH3:24])=[CH:9][C:8]([C:12]2[C:17]([CH2:18][CH3:19])=[CH:16][CH:15]=[CH:14][C:13]=2[CH2:20][CH3:21])=[N:7][C:6]=1[CH3:22])[CH3:2]. The catalyst class is: 3. (2) Reactant: [N:1]1[C:10]2[C:5](=[CH:6][C:7](N)=[CH:8][CH:9]=2)[CH:4]=[CH:3][CH:2]=1.[CH2:12]=O.[BH3-][C:15]#[N:16].[Na+]. Product: [CH3:12][N:16]([CH3:15])[C:7]1[CH:6]=[C:5]2[C:10](=[CH:9][CH:8]=1)[N:1]=[CH:2][CH:3]=[CH:4]2. The catalyst class is: 24. (3) Reactant: [CH2:1]([OH:8])[C:2]1[CH:7]=[CH:6][CH:5]=[CH:4][CH:3]=1.[H-].[Na+].[F:11][C:12]1[C:13]([O:19][CH3:20])=[N:14][C:15](F)=[CH:16][CH:17]=1. Product: [CH2:1]([O:8][C:15]1[N:14]=[C:13]([O:19][CH3:20])[C:12]([F:11])=[CH:17][CH:16]=1)[C:2]1[CH:7]=[CH:6][CH:5]=[CH:4][CH:3]=1. The catalyst class is: 20. (4) Reactant: C([O:5][C:6](=[O:32])[C:7]([S:10][C:11]1[S:12][CH:13]=[C:14]([CH2:16][CH2:17][O:18][C:19]2[CH:24]=[CH:23][C:22]([C:25]3[CH:30]=[CH:29][C:28]([F:31])=[CH:27][CH:26]=3)=[CH:21][CH:20]=2)[N:15]=1)([CH3:9])[CH3:8])(C)(C)C.FC(F)(F)C(O)=O. Product: [F:31][C:28]1[CH:29]=[CH:30][C:25]([C:22]2[CH:21]=[CH:20][C:19]([O:18][CH2:17][CH2:16][C:14]3[N:15]=[C:11]([S:10][C:7]([CH3:9])([CH3:8])[C:6]([OH:32])=[O:5])[S:12][CH:13]=3)=[CH:24][CH:23]=2)=[CH:26][CH:27]=1. The catalyst class is: 4. (5) Reactant: [CH2:1]([O:3][C:4]([N:6]1[CH2:11][CH2:10][CH:9]([N:12]2[C:16]3=[N:17][C:18]([N:21]([CH3:23])[CH3:22])=[CH:19][CH:20]=[C:15]3[NH:14][C:13]2=[O:24])[CH2:8][CH2:7]1)=[O:5])[CH3:2].[C:25](=O)([O-])[O-].[K+].[K+].CN(C=O)C.C(=O)(OC)OC. Product: [CH2:1]([O:3][C:4]([N:6]1[CH2:11][CH2:10][CH:9]([N:12]2[C:16]3=[N:17][C:18]([N:21]([CH3:23])[CH3:22])=[CH:19][CH:20]=[C:15]3[N:14]([CH3:25])[C:13]2=[O:24])[CH2:8][CH2:7]1)=[O:5])[CH3:2]. The catalyst class is: 6. (6) Reactant: C([O:3][C:4](=[O:25])[C:5]1[CH:10]=[CH:9][C:8]([O:11][CH2:12][CH3:13])=[C:7]([O:14][CH2:15][CH2:16][C:17]2[CH:22]=[CH:21][C:20]([Cl:23])=[CH:19][C:18]=2[Cl:24])[CH:6]=1)C.[OH-].[Na+].O.Cl. Product: [Cl:24][C:18]1[CH:19]=[C:20]([Cl:23])[CH:21]=[CH:22][C:17]=1[CH2:16][CH2:15][O:14][C:7]1[CH:6]=[C:5]([CH:10]=[CH:9][C:8]=1[O:11][CH2:12][CH3:13])[C:4]([OH:25])=[O:3]. The catalyst class is: 12. (7) Reactant: [F:1][C:2]1[CH:7]=[CH:6][C:5]([N+:8]([O-:10])=[O:9])=[CH:4][C:3]=1[CH3:11].[Br:12]N1C(=O)CCC1=O.N(C(C)(C)C#N)=NC(C)(C)C#N. Product: [Br:12][CH2:11][C:3]1[CH:4]=[C:5]([N+:8]([O-:10])=[O:9])[CH:6]=[CH:7][C:2]=1[F:1]. The catalyst class is: 717. (8) Reactant: C(OC(=O)[C@H](O)C)(C)(C)C.S(OS(C(F)(F)F)(=O)=O)(C(F)(F)F)(=O)=O.N1C(C)=CC=CC=1C.Cl.[CH2:35]([O:42][C:43](=[O:61])[C@@H:44](N)[CH2:45][C:46]1[CH:51]=[CH:50][C:49]([C:52]2[CH:57]=[C:56]([Cl:58])[CH:55]=[CH:54][C:53]=2[Cl:59])=[CH:48][CH:47]=1)[C:36]1[CH:41]=[CH:40][CH:39]=[CH:38][CH:37]=1.C(N(CC)CC)C.[F:69][C:70]([F:85])([F:84])[S:71]([O:74][C@H:75]([CH3:83])[C:76]([O:78][C:79]([CH3:82])([CH3:81])[CH3:80])=[O:77])(=[O:73])=[O:72]. Product: [F:84][C:70]([F:69])([F:85])[S:71]([O:74][C@H:75]([CH3:83])[C:76]([O:78][C:79]([CH3:80])([CH3:81])[CH3:82])=[O:77])(=[O:72])=[O:73].[CH2:35]([O:42][C:43](=[O:61])[CH2:44][CH2:45][C:46]1[CH:51]=[CH:50][C:49]([C:52]2[CH:57]=[C:56]([Cl:58])[CH:55]=[CH:54][C:53]=2[Cl:59])=[CH:48][CH:47]=1)[C:36]1[CH:41]=[CH:40][CH:39]=[CH:38][CH:37]=1. The catalyst class is: 2. (9) The catalyst class is: 34. Reactant: [C:1]([C:5]1[CH:6]=[C:7](C(C)C(O)=O)[CH:8]=[C:9]([C:12]([CH3:15])([CH3:14])[CH3:13])[C:10]=1[OH:11])([CH3:4])([CH3:3])[CH3:2].Cl.Cl.[NH2:23][CH2:24][C:25]1[CH:26]=[C:27]([NH:31][C:32]([C:34]2[S:35][CH:36]=[CH:37][CH:38]=2)=[NH:33])[CH:28]=[CH:29][CH:30]=1.[OH:39]N1C2C=CC=CC=2N=N1.Cl.CN(C)[CH2:52][CH2:53][CH2:54]N=C=NCC.CCN(CC)CC. Product: [C:12]([C:9]1[CH:8]=[C:7]([CH2:54][CH2:53][C:52]([NH:23][CH2:24][C:25]2[CH:30]=[CH:29][CH:28]=[C:27]([NH:31][C:32](=[NH:33])[C:34]3[S:35][CH:36]=[CH:37][CH:38]=3)[CH:26]=2)=[O:39])[CH:6]=[C:5]([C:1]([CH3:4])([CH3:3])[CH3:2])[C:10]=1[OH:11])([CH3:15])([CH3:14])[CH3:13]. (10) Reactant: [Li+].C[Si]([N-][Si](C)(C)C)(C)C.[O:11]=[C:12]1[CH2:17][CH2:16][N:15]([C:18]([O:20][C:21]([CH3:24])([CH3:23])[CH3:22])=[O:19])[CH2:14][CH2:13]1.[C:25](OCC)(=[O:31])[C:26]([O:28][CH2:29][CH3:30])=[O:27]. Product: [CH2:29]([O:28][C:26](=[O:27])[C:25]([CH:17]1[C:12](=[O:11])[CH2:13][CH2:14][N:15]([C:18]([O:20][C:21]([CH3:24])([CH3:23])[CH3:22])=[O:19])[CH2:16]1)=[O:31])[CH3:30]. The catalyst class is: 1.